Dataset: Catalyst prediction with 721,799 reactions and 888 catalyst types from USPTO. Task: Predict which catalyst facilitates the given reaction. (1) Reactant: [C:1]([N:8]1[CH2:15][CH:14]([C:16]2[CH:21]=[CH:20][CH:19]=[CH:18][CH:17]=2)[CH2:13][C@H:9]1[C:10]([OH:12])=[O:11])([O:3][C:4]([CH3:7])([CH3:6])[CH3:5])=[O:2]. Product: [C:1]([N:8]1[CH2:15][CH:14]([CH:16]2[CH2:21][CH2:20][CH2:19][CH2:18][CH2:17]2)[CH2:13][C@H:9]1[C:10]([OH:12])=[O:11])([O:3][C:4]([CH3:7])([CH3:6])[CH3:5])=[O:2]. The catalyst class is: 847. (2) Reactant: Cl.[NH:2]1[C:10]2[C:5](=[CH:6][CH:7]=[CH:8][CH:9]=2)[CH:4]=[C:3]1[C:11]1[N:12]=[C:13]([CH:21]2[CH2:26][CH2:25][NH:24][CH2:23][CH2:22]2)[N:14]2[CH:19]=[CH:18][N:17]=[C:16]([NH2:20])[C:15]=12.C(N(CC)C(C)C)(C)C.[CH:36](O)=[O:37]. Product: [NH2:20][C:16]1[C:15]2[N:14]([C:13]([CH:21]3[CH2:26][CH2:25][N:24]([CH:36]=[O:37])[CH2:23][CH2:22]3)=[N:12][C:11]=2[C:3]2[NH:2][C:10]3[C:5]([CH:4]=2)=[CH:6][CH:7]=[CH:8][CH:9]=3)[CH:19]=[CH:18][N:17]=1. The catalyst class is: 2. (3) Reactant: [CH3:1][NH2:2].FC(F)(F)S(O[C:9]1[C:10]([Br:27])=[CH:11][C:12]2[CH:18]([CH3:19])[CH2:17][N:16]([C:20](=[O:25])[C:21]([F:24])([F:23])[F:22])[CH2:15][CH2:14][C:13]=2[N:26]=1)(=O)=O.C1COCC1.C([O-])(O)=O.[Na+]. Product: [Br:27][C:10]1[C:9]([NH:2][CH3:1])=[N:26][C:13]2[CH2:14][CH2:15][N:16]([C:20](=[O:25])[C:21]([F:24])([F:23])[F:22])[CH2:17][CH:18]([CH3:19])[C:12]=2[CH:11]=1. The catalyst class is: 25. (4) Reactant: C(=O)(O)[O-:2].[Na+].Cl.NO.[F:9][C:10]([F:27])([F:26])[C:11]([C:18]1[CH:23]=[CH:22][N:21]=[C:20]([C:24]#[N:25])[CH:19]=1)([CH3:17])[O:12][Si:13]([CH3:16])([CH3:15])[CH3:14]. Product: [F:27][C:10]([F:26])([F:9])[C:11]([C:18]1[CH:23]=[CH:22][N:21]=[C:20]([C:24]([NH2:25])=[O:2])[CH:19]=1)([CH3:17])[O:12][Si:13]([CH3:14])([CH3:15])[CH3:16]. The catalyst class is: 8. (5) Product: [Cl:1][C:2]1[CH:3]=[C:4]([CH:12]([CH2:24][CH:25]2[CH2:26][CH2:27][CH2:28][CH2:29]2)[C:13]([NH:15][C:16]2[CH:21]=[N:20][C:19]([CH:22]=[C:34]3[S:30][C:31](=[O:36])[NH:32][C:33]3=[O:35])=[CH:18][N:17]=2)=[O:14])[CH:5]=[CH:6][C:7]=1[S:8]([CH3:11])(=[O:9])=[O:10]. Reactant: [Cl:1][C:2]1[CH:3]=[C:4]([CH:12]([CH2:24][CH:25]2[CH2:29][CH2:28][CH2:27][CH2:26]2)[C:13]([NH:15][C:16]2[CH:21]=[N:20][C:19]([CH:22]=O)=[CH:18][N:17]=2)=[O:14])[CH:5]=[CH:6][C:7]=1[S:8]([CH3:11])(=[O:10])=[O:9].[S:30]1[CH2:34][C:33](=[O:35])[NH:32][C:31]1=[O:36].N1CCCCC1.C(O)(=O)C1C=CC=CC=1. The catalyst class is: 8. (6) Reactant: [Br:1][C:2]1[CH:11]=[C:10]2[C:5]([C:6](SC)=[N:7][C:8]([C:12]([F:21])([F:20])[C:13]3[CH:18]=[CH:17][C:16]([F:19])=[CH:15][N:14]=3)=[N:9]2)=[CH:4][CH:3]=1.ClC1C=C(C=CC=1)C(OO)=O.[CH3:35][C:36]1[NH:40][N:39]=[C:38]([NH2:41])[CH:37]=1. Product: [Br:1][C:2]1[CH:11]=[C:10]2[C:5]([C:6]([NH:41][C:38]3[CH:37]=[C:36]([CH3:35])[NH:40][N:39]=3)=[N:7][C:8]([C:12]([F:21])([F:20])[C:13]3[CH:18]=[CH:17][C:16]([F:19])=[CH:15][N:14]=3)=[N:9]2)=[CH:4][CH:3]=1. The catalyst class is: 168.